Dataset: Forward reaction prediction with 1.9M reactions from USPTO patents (1976-2016). Task: Predict the product of the given reaction. (1) Given the reactants [CH3:1][C:2]1[C:3]([N:7]=[C:8]=[S:9])=[CH:4][S:5][CH:6]=1.[CH3:10][C:11]1[C:12]([NH2:18])=[C:13]([NH2:17])[CH:14]=[CH:15][CH:16]=1, predict the reaction product. The product is: [NH2:18][C:12]1[C:11]([CH3:10])=[CH:16][CH:15]=[CH:14][C:13]=1[NH:17][C:8]([NH:7][C:3]1[C:2]([CH3:1])=[CH:6][S:5][CH:4]=1)=[S:9]. (2) The product is: [CH2:9]([C:7]1[CH:6]=[C:5]([NH:11][C:12]2[C:21]3[C:16](=[CH:17][CH:18]=[CH:19][CH:20]=3)[C:15]([C:22]3[CH:23]=[CH:24][C:25]([C:26]([O:28][CH3:29])=[O:27])=[CH:30][CH:31]=3)=[N:14][N:13]=2)[CH:4]=[C:3]([C:2]([F:32])([F:33])[F:1])[CH:8]=1)[CH3:10]. Given the reactants [F:1][C:2]([F:33])([F:32])[C:3]1[CH:4]=[C:5]([NH:11][C:12]2[C:21]3[C:16](=[CH:17][CH:18]=[CH:19][CH:20]=3)[C:15]([C:22]3[CH:31]=[CH:30][C:25]([C:26]([O:28][CH3:29])=[O:27])=[CH:24][CH:23]=3)=[N:14][N:13]=2)[CH:6]=[C:7]([CH:9]=[CH2:10])[CH:8]=1, predict the reaction product. (3) The product is: [NH2:42][C:39]1[CH:38]=[CH:37][C:36]2[NH:35][CH:34]=[C:33]3[C:45](=[O:46])[N:30]([C:27]4[CH:26]=[CH:25][C:24]([O:23][CH3:22])=[CH:29][CH:28]=4)[N:31]=[C:32]3[C:41]=2[CH:40]=1. Given the reactants NC1C=CC2NC=C3C(=O)N(C4C=CC=CC=4)N=C3C=2C=1.[CH3:22][O:23][C:24]1[CH:29]=[CH:28][C:27]([N:30]2[C:45](=[O:46])[C:33]3=[CH:34][NH:35][C:36]4[CH:37]=[CH:38][C:39]([N+:42]([O-])=O)=[CH:40][C:41]=4[C:32]3=[N:31]2)=[CH:26][CH:25]=1, predict the reaction product. (4) Given the reactants [Br:1][C:2]1[CH:7]=[CH:6][C:5]([CH:8]=[CH:9][CH:10]=O)=[C:4]([O:12][C:13]([CH3:17])([C:15]#[CH:16])[CH3:14])[CH:3]=1.O.S([O-])([O-])(=O)=O.[Mg+2].[CH3:25][N:26]([CH3:28])[NH2:27], predict the reaction product. The product is: [Br:1][C:2]1[CH:7]=[CH:6][C:5]([CH:8]=[CH:9][CH:10]=[N:27][N:26]([CH3:28])[CH3:25])=[C:4]([O:12][C:13]([CH3:17])([C:15]#[CH:16])[CH3:14])[CH:3]=1. (5) Given the reactants [CH3:1][O:2][C:3](=[O:20])[C@@H:4]([C@H:8]([OH:19])[CH2:9][CH2:10][O:11][CH2:12][C:13]1[CH:18]=[CH:17][CH:16]=[CH:15][CH:14]=1)[CH2:5][CH:6]=C.C[SiH]([O:24]C(C)(C)C)C.[C:29]([Si:33]([CH3:36])([CH3:35])Cl)([CH3:32])([CH3:31])[CH3:30].N1C=CN=C1.N1C(C)=CC=CC=1C, predict the reaction product. The product is: [CH3:1][O:2][C:3](=[O:20])[C@H:4]([CH2:5][CH:6]=[O:24])[C@H:8]([O:19][Si:33]([C:29]([CH3:32])([CH3:31])[CH3:30])([CH3:36])[CH3:35])[CH2:9][CH2:10][O:11][CH2:12][C:13]1[CH:14]=[CH:15][CH:16]=[CH:17][CH:18]=1. (6) The product is: [Cl:12][C:13]1[CH:14]=[C:15]([CH:18]=[CH:19][C:20]=1[Cl:21])[CH2:16][NH:17][C:2]1[CH:3]=[CH:4][C:5]2[N:6]([CH:8]=[C:9]([CH3:11])[N:10]=2)[N:7]=1. Given the reactants Cl[C:2]1[CH:3]=[CH:4][C:5]2[N:6]([CH:8]=[C:9]([CH3:11])[N:10]=2)[N:7]=1.[Cl:12][C:13]1[CH:14]=[C:15]([CH:18]=[CH:19][C:20]=1[Cl:21])[CH2:16][NH2:17].C1C=CC(P(C2C=CC3C(=CC=CC=3)C=2C2C3C(=CC=CC=3)C=CC=2P(C2C=CC=CC=2)C2C=CC=CC=2)C2C=CC=CC=2)=CC=1.[O-]CC.[Na+], predict the reaction product. (7) Given the reactants [C:1]([C:5]1[CH:10]=[C:9]([C:11]([CH3:14])([CH3:13])[CH3:12])[C:8]([OH:15])=[CH:7][C:6]=1[NH:16][C:17]([C:19]1[C:28](=[O:29])[C:27]2[C:22](=[CH:23][C:24]([O:30]C)=[CH:25][CH:26]=2)[NH:21][CH:20]=1)=[O:18])([CH3:4])([CH3:3])[CH3:2].B(Br)(Br)Br, predict the reaction product. The product is: [C:1]([C:5]1[CH:10]=[C:9]([C:11]([CH3:14])([CH3:13])[CH3:12])[C:8]([OH:15])=[CH:7][C:6]=1[NH:16][C:17]([C:19]1[C:28](=[O:29])[C:27]2[C:22](=[CH:23][C:24]([OH:30])=[CH:25][CH:26]=2)[NH:21][CH:20]=1)=[O:18])([CH3:2])([CH3:3])[CH3:4]. (8) Given the reactants [C:1]([C:4]1[N:5]=[CH:6][C:7]([NH:10][C:11](=[O:16])[C:12]([CH3:15])([CH3:14])[CH3:13])=[N:8][CH:9]=1)(=[O:3])[CH3:2].[BH4-].[Na+].Cl, predict the reaction product. The product is: [OH:3][CH:1]([C:4]1[N:5]=[CH:6][C:7]([NH:10][C:11](=[O:16])[C:12]([CH3:15])([CH3:14])[CH3:13])=[N:8][CH:9]=1)[CH3:2].